Dataset: Experimentally validated miRNA-target interactions with 360,000+ pairs, plus equal number of negative samples. Task: Binary Classification. Given a miRNA mature sequence and a target amino acid sequence, predict their likelihood of interaction. (1) The miRNA is mmu-miR-465c-3p with sequence GAUCAGGGCCUUUCUAAGUAGA. The protein sequence of the target gene is MGPAARPALRSPPPPPPPPPSPLLLLLPLLPLWLGLAGPGAAADGSEPAAGAGRGGARAVRVDVRLPRQDALVLEGVRIGSEADPAPLLGGRLLLMDIVDAEQEAPVEGWIAVAYVGKEQAAQFHQENKGSGPQAYPKALVQQMRRALFLGASALLLLILNHNVVRELDISQLLLRPVIVLHYSSNVTKLLDALLQRTQATAEITSGESLSANIEWKLTLWTTCGLSKDGYGGWQDLVCLGGSRAQEQKPLQQLWNAILLVAMLLCTGLVVQAQRQASRQSQRELGGQVDLFKRRVVRRL.... Result: 0 (no interaction). (2) The miRNA is hsa-miR-25-3p with sequence CAUUGCACUUGUCUCGGUCUGA. The protein sequence of the target gene is MEYPAPATVQAADGGAAGPYSSSELLEGQEPDGVRFDRERARRLWEAVSGAQPVGREEVEHMIQKNQCLFTNTQCKVCCALLISESQKLAHYQSKKHANKVKRYLAIHGMETLKGETKKLDSDQKSSRSKDKNQCCPICNMTFSSPVVAQSHYLGKTHAKNLKLKQQSTKVEALHQNREMIDPDKFCSLCHATFNDPVMAQQHYVGKKHRKQETKLKLMARYGRLADPAVTDFPAGKGYPCKTCKIVLNSIEQYQAHVSGFKHKNQSPKTVASSLGQIPMQRQPIQKDSTTLED. Result: 1 (interaction). (3) The miRNA is mmu-miR-323-5p with sequence AGGUGGUCCGUGGCGCGUUCGC. The protein sequence of the target gene is MSSKQATSPFACTADGEEAMTQDLTSREKEEGSDQHPASHLPLHPIMHNKPHSEELPTLVSTIQQDADWDSVLSSQQRMESENNKLCSLYSFRNTSTSPHKPDEGSREREIMNSVTFGTPERRKGSLADVVDTLKQKKLEEMTRTEQEDSSCMEKLLSKDWKEKMERLNTSELLGEIKGTPESLAEKERQLSTMITQLISLREQLLAAHDEQKKLAASQIEKQRQQMDLARQQQEQIARQQQQLLQQQHKINLLQQQIQVQGHMPPLMIPIFPHDQRTLAAAAAAQQGFLFPPGITYKPG.... Result: 0 (no interaction). (4) The miRNA is hsa-miR-4722-3p with sequence ACCUGCCAGCACCUCCCUGCAG. The protein sequence of the target gene is MKPVWVATLLWMLLLVPRLGAARKGSPEEASFYYGTFPLGFSWGVGSSAYQTEGAWDQDGKGPSIWDVFTHSGKGKVLGNETADVACDGYYKVQEDIILLRELHVNHYRFSLSWPRLLPTGIRAEQVNKKGIEFYSDLIDALLSSNITPIVTLHHWDLPQLLQVKYGGWQNVSMANYFRDYANLCFEAFGDRVKHWITFSDPRAMAEKGYETGHHAPGLKLRGTGLYKAAHHIIKAHAKAWHSYNTTWRSKQQGLVGISLNCDWGEPVDISNPKDLEAAERYLQFCLGWFANPIYAGDYP.... Result: 1 (interaction). (5) The miRNA is cel-miR-265 with sequence UGAGGGAGGAAGGGUGGUAU. The protein sequence of the target gene is MPSAKQRGSKGGHGAASPSEKGAHPSGGADDVAKKPPPAPQQPPPPPAPHPQQHPQQHPQNQAHGKGGHRGGGGGGGKSSSSSSASAAAAAAAASSSASCSRRLGRALNFLFYLALVAAAAFSGWCVHHVLEEVQQVRRSHQDFSRQREELGQGLQGVEQKVQSLQATFGTFESILRSSQHKQDLTEKAVKQGESEVSRISEVLQKLQNEILKDLSDGIHVVKDARERDFTSLENTVEERLTELTKSINDNIAIFTEVQKRSQKEINDMKAKVASLEESEGNKQDLKALKEAVKEIQTSA.... Result: 0 (no interaction). (6) The miRNA is hsa-miR-526b-3p with sequence GAAAGUGCUUCCUUUUAGAGGC. The protein sequence of the target gene is MSKQQPTQFINPETPGYVGFANLPNQVHRKSVKKGFEFTLMVVGESGLGKSTLINSLFLTDLYPERIIPGAAEKIERTVQIEASTVEIEERGVKLRLTVVDTPGYGDAINCRDCFKTIISYIDEQFERYLHDESGLNRRHIIDNRVHCCFYFISPFGHGLKPLDVAFMKAIHNKVNIVPVIAKADTLTLKERERLKKRILDEIEEHSIKIYHLPDAESDEDEDFKEQTRLLKASIPFSVVGSNQLIEAKGKKVRGRLYPWGVVEVENPEHNDFLKLRTMLITHMQDLQEVTQDLHYENFR.... Result: 0 (no interaction).